Dataset: Full USPTO retrosynthesis dataset with 1.9M reactions from patents (1976-2016). Task: Predict the reactants needed to synthesize the given product. Given the product [CH2:23]([O:14][C:12]1[C:11]([C:15]#[N:16])=[CH:10][C:9]([C:17]2[CH:18]=[CH:19][CH:20]=[CH:21][CH:22]=2)=[C:8]([C:5]2[CH:4]=[CH:3][C:2]([Cl:1])=[CH:7][CH:6]=2)[N:13]=1)[C:24]1[CH:29]=[CH:28][CH:27]=[CH:26][CH:25]=1, predict the reactants needed to synthesize it. The reactants are: [Cl:1][C:2]1[CH:7]=[CH:6][C:5]([C:8]2[NH:13][C:12](=[O:14])[C:11]([C:15]#[N:16])=[CH:10][C:9]=2[C:17]2[CH:22]=[CH:21][CH:20]=[CH:19][CH:18]=2)=[CH:4][CH:3]=1.[CH2:23](Br)[C:24]1[CH:29]=[CH:28][CH:27]=[CH:26][CH:25]=1.C(=O)([O-])[O-].[Cs+].[Cs+].